Predict the product of the given reaction. From a dataset of Forward reaction prediction with 1.9M reactions from USPTO patents (1976-2016). (1) Given the reactants Br[CH2:2][C:3]1[CH:8]=[CH:7][CH:6]=[CH:5][CH:4]=1.[OH:9][CH:10]1[CH2:15][CH2:14][CH2:13][CH2:12][C:11]1([CH3:19])[C:16]([OH:18])=[O:17], predict the reaction product. The product is: [OH:9][CH:10]1[CH2:15][CH2:14][CH2:13][CH2:12][C:11]1([CH3:19])[C:16]([O:18][CH2:2][C:3]1[CH:8]=[CH:7][CH:6]=[CH:5][CH:4]=1)=[O:17]. (2) Given the reactants [NH2:1][C:2]1[CH:3]=[C:4]([CH:18]=[C:19]([C:21]#[CH:22])[CH:20]=1)[C:5]([NH:7][CH2:8][CH2:9][O:10][CH2:11][CH2:12][O:13][CH2:14][CH2:15][O:16][CH3:17])=[O:6].[C:23]([O:27][C:28](=[O:48])[NH:29][C:30]1[C:39]2[C:34](=[CH:35][CH:36]=[CH:37][CH:38]=2)[C:33]([O:40][C:41]2[CH:46]=[CH:45][N:44]=[C:43](Cl)[N:42]=2)=[CH:32][CH:31]=1)([CH3:26])([CH3:25])[CH3:24].CC1C=CC(S(O)(=O)=O)=CC=1.O.ClC1N=CC=CN=1, predict the reaction product. The product is: [C:23]([O:27][C:28](=[O:48])[NH:29][C:30]1[C:39]2[C:34](=[CH:35][CH:36]=[CH:37][CH:38]=2)[C:33]([O:40][C:41]2[CH:46]=[CH:45][N:44]=[C:43]([NH:1][C:2]3[CH:3]=[C:4]([C:5](=[O:6])[NH:7][CH2:8][CH2:9][O:10][CH2:11][CH2:12][O:13][CH2:14][CH2:15][O:16][CH3:17])[CH:18]=[C:19]([C:21]#[CH:22])[CH:20]=3)[N:42]=2)=[CH:32][CH:31]=1)([CH3:26])([CH3:24])[CH3:25].